Predict the product of the given reaction. From a dataset of Forward reaction prediction with 1.9M reactions from USPTO patents (1976-2016). (1) The product is: [C:13]([O:17][C:18]([N:20]1[CH2:21][CH2:22][CH:23]([CH2:26][C:27](=[O:48])/[CH:28]=[CH:10]/[C:7]2[CH:6]=[CH:5][N:4]=[CH:9][CH:8]=2)[CH2:24][CH2:25]1)=[O:19])([CH3:16])([CH3:15])[CH3:14]. Given the reactants C[O-].[Na+].[N:4]1[CH:9]=[CH:8][C:7]([CH:10]=O)=[CH:6][CH:5]=1.[Br-].[C:13]([O:17][C:18]([N:20]1[CH2:25][CH2:24][CH:23]([CH2:26][C:27](=[O:48])[CH2:28][P+](C2C=CC=CC=2)(C2C=CC=CC=2)C2C=CC=CC=2)[CH2:22][CH2:21]1)=[O:19])([CH3:16])([CH3:15])[CH3:14], predict the reaction product. (2) Given the reactants [Cl:1][C:2]1[N:3]=[N:4][C:5](I)=[CH:6][CH:7]=1.[CH2:9]([OH:12])[C:10]#[CH:11].C(NC(C)C)(C)C.C(OCC)(=O)C, predict the reaction product. The product is: [Cl:1][C:2]1[N:3]=[N:4][C:5]([C:11]#[C:10][CH2:9][OH:12])=[CH:6][CH:7]=1. (3) Given the reactants [Br:1][C:2]1[C:3]2[CH:4]=[C:5]3[CH2:14][NH:13][CH2:12][CH2:11][N:6]3[C:7]=2[CH:8]=[CH:9][CH:10]=1.FC(F)(F)C(O)=O.[BH4-].[Na+].[OH-].[Na+], predict the reaction product. The product is: [Br:1][C:2]1[C:3]2[CH2:4][CH:5]3[CH2:14][NH:13][CH2:12][CH2:11][N:6]3[C:7]=2[CH:8]=[CH:9][CH:10]=1. (4) Given the reactants C(O[C:14]1[CH:40]=[CH:39][C:17]([C:18]([C:20]2[CH:25]=[CH:24][C:23](OCCCCCCCCCCCC)=[CH:22][CH:21]=2)=O)=[CH:16][CH:15]=1)CCCCCCCCCCC.O.[NH2:42][NH2:43], predict the reaction product. The product is: [C:17]1([C:18]([C:20]2[CH:25]=[CH:24][CH:23]=[CH:22][CH:21]=2)=[N+:42]=[N-:43])[CH:39]=[CH:40][CH:14]=[CH:15][CH:16]=1. (5) Given the reactants [C:1]([O:5][C@@H:6]([C:10]1[C:38]([CH3:39])=[N:37][C:36]2=[CH:40][C:33]3=[N:34][N:35]2[C:11]=1[N:12]1[CH2:43][CH2:42][C:15]([CH3:44])([O:16][CH2:17][CH:18]=[CH:19][CH2:20][O:21][C:22]2[CH:23]=[CH:24][CH:25]=[CH:26][C:27]=2[C:28]2[CH:41]=[C:32]3[CH:31]=[CH:30][CH:29]=2)[CH2:14][CH2:13]1)[C:7]([OH:9])=[O:8])([CH3:4])([CH3:3])[CH3:2], predict the reaction product. The product is: [C:1]([O:5][C@@H:6]([C:10]1[C:38]([CH3:39])=[N:37][C:36]2=[CH:40][C:33]3=[N:34][N:35]2[C:11]=1[N:12]1[CH2:13][CH2:14][C:15]([CH3:44])([O:16][CH2:17][CH2:18][CH2:19][CH2:20][O:21][C:22]2[CH:23]=[CH:24][CH:25]=[CH:26][C:27]=2[C:28]2[CH:41]=[C:32]3[CH:31]=[CH:30][CH:29]=2)[CH2:42][CH2:43]1)[C:7]([OH:9])=[O:8])([CH3:4])([CH3:2])[CH3:3]. (6) The product is: [ClH:26].[ClH:26].[C@H:29]1([CH2:39][N:40]2[CH2:45][CH2:44][CH:43]([NH:46][C:21]([C:15]3[NH:16][C:17]4[C:13]([CH:14]=3)=[C:12]([O:11][CH2:10][C:7]3[C:6]5[CH:24]=[C:2]([CH3:1])[C:3]([CH3:25])=[CH:4][C:5]=5[O:9][CH:8]=3)[CH:20]=[CH:19][CH:18]=4)=[O:22])[CH2:42][CH2:41]2)[C@@H:38]2[N:33]([CH2:34][CH2:35][CH2:36][CH2:37]2)[CH2:32][CH2:31][CH2:30]1. Given the reactants [CH3:1][C:2]1[C:3]([CH3:25])=[CH:4][C:5]2[O:9][CH:8]=[C:7]([CH2:10][O:11][C:12]3[CH:20]=[CH:19][CH:18]=[C:17]4[C:13]=3[CH:14]=[C:15]([C:21](O)=[O:22])[NH:16]4)[C:6]=2[CH:24]=1.[ClH:26].Cl.Cl.[C@H:29]1([CH2:39][N:40]2[CH2:45][CH2:44][CH:43]([NH2:46])[CH2:42][CH2:41]2)[C@@H:38]2[N:33]([CH2:34][CH2:35][CH2:36][CH2:37]2)[CH2:32][CH2:31][CH2:30]1, predict the reaction product. (7) Given the reactants [C:1]([C:3]1[CH:4]=[CH:5][C:6]([F:33])=[C:7]([C:9]2[CH:14]=[CH:13][CH:12]=[C:11]([CH2:15][N:16]3[CH2:21][CH2:20][N:19]([C:22]([O:24][CH2:25][C:26]4[CH:31]=[CH:30][CH:29]=[CH:28][CH:27]=4)=[O:23])[C@@H:18]([CH3:32])[CH2:17]3)[CH:10]=2)[CH:8]=1)#[N:2].B, predict the reaction product. The product is: [NH2:2][CH2:1][C:3]1[CH:4]=[CH:5][C:6]([F:33])=[C:7]([C:9]2[CH:14]=[CH:13][CH:12]=[C:11]([CH2:15][N:16]3[CH2:21][CH2:20][N:19]([C:22]([O:24][CH2:25][C:26]4[CH:31]=[CH:30][CH:29]=[CH:28][CH:27]=4)=[O:23])[C@@H:18]([CH3:32])[CH2:17]3)[CH:10]=2)[CH:8]=1. (8) Given the reactants [C:1]([O:7][CH2:8][CH3:9])(=[O:6])[CH2:2][C:3]([O-:5])=O.[K+].[Mg+2].[Cl-].[Cl-].C(N1[CH:25]=[CH:24]N=C1)(N1C=CN=C1)=O.[CH3:26][C@H:27]([C@H:31](C)[CH2:32][CH2:33]C)C(O)=O.CC(C)(CCCC)C(O)=O.C(N1C=CN=C1)(N1C=CN=C1)=O.C1COCC1.C(=O)=O.C([O-])(=O)CC([O-])=O.[Mg+2].[Cl-].[Cl-].C([O-])(=O)CC([O-])=O.[Mg+2].[Cl-].[Cl-].C1COCC1.Cl, predict the reaction product. The product is: [CH2:8]([O:7][C:1](=[O:6])[CH2:2][C:3](=[O:5])[C@H:24]([CH3:25])[C@H:27]([CH3:26])[CH2:31][CH2:32][CH3:33])[CH3:9]. (9) Given the reactants [Br:1][C:2]1[CH:7]=[CH:6][C:5]([C:8]([CH:10]2[CH2:16][CH:15]3[S:17](=[O:19])(=[O:18])[CH:12]([CH2:13][CH2:14]3)[CH2:11]2)=[O:9])=[CH:4][CH:3]=1.[CH3:20][Mg]Br.C1(C)C=CC=CC=1.C1COCC1, predict the reaction product. The product is: [Br:1][C:2]1[CH:7]=[CH:6][C:5]([C:8]([CH:10]2[CH2:11][CH:12]3[S:17](=[O:19])(=[O:18])[CH:15]([CH2:14][CH2:13]3)[CH2:16]2)([OH:9])[CH3:20])=[CH:4][CH:3]=1. (10) Given the reactants [CH:1]1([S:6]([C:9]2[CH:10]=[C:11]([O:28]C)[C:12]([NH:15][S:16]([CH2:19][C:20]3[CH:25]=[C:24]([Cl:26])[CH:23]=[C:22]([Cl:27])[CH:21]=3)(=[O:18])=[O:17])=[N:13][CH:14]=2)(=[O:8])=[O:7])[CH2:5][CH2:4][CH2:3][CH2:2]1.ClC1C=C(CS(NC2N=NC(S(CC)(=O)=O)=CC=2OC)(=O)=O)C=C(Cl)C=1, predict the reaction product. The product is: [CH:1]1([S:6]([C:9]2[CH:10]=[C:11]([OH:28])[C:12]([NH:15][S:16]([CH2:19][C:20]3[CH:25]=[C:24]([Cl:26])[CH:23]=[C:22]([Cl:27])[CH:21]=3)(=[O:18])=[O:17])=[N:13][CH:14]=2)(=[O:8])=[O:7])[CH2:5][CH2:4][CH2:3][CH2:2]1.